Dataset: Catalyst prediction with 721,799 reactions and 888 catalyst types from USPTO. Task: Predict which catalyst facilitates the given reaction. (1) Reactant: [CH3:1][C:2]1[CH:7]=[CH:6][C:5]([OH:8])=[CH:4][C:3]=1[O:9][C:10]([F:13])([F:12])[F:11].Cl[C:15]1[CH:20]=[CH:19][C:18]([N+:21]([O-:23])=[O:22])=[CH:17][N:16]=1.C([O-])([O-])=O.[K+].[K+]. Product: [CH3:1][C:2]1[CH:7]=[CH:6][C:5]([O:8][C:15]2[CH:20]=[CH:19][C:18]([N+:21]([O-:23])=[O:22])=[CH:17][N:16]=2)=[CH:4][C:3]=1[O:9][C:10]([F:11])([F:12])[F:13]. The catalyst class is: 744. (2) Reactant: [F:1][C:2]1[C:7]([N+:8]([O-:10])=[O:9])=[CH:6][C:5]([OH:11])=[C:4]([CH3:12])[CH:3]=1.[C:13](=O)([O-])[O-].[K+].[K+].IC.O. Product: [F:1][C:2]1[CH:3]=[C:4]([CH3:12])[C:5]([O:11][CH3:13])=[CH:6][C:7]=1[N+:8]([O-:10])=[O:9]. The catalyst class is: 9. (3) Reactant: Cl[C:2]1[C:7]2[CH:8]=[N:9][N:10]([CH2:11][C:12]3[CH:13]=[C:14]4[C:18](=[CH:19][CH:20]=3)[N:17]([CH3:21])[C:16]([CH3:22])=[CH:15]4)[C:6]=2[CH:5]=[CH:4][N:3]=1.[NH2:23][CH2:24][C:25]1[CH:26]=[C:27]2[C:32](=[CH:33][CH:34]=1)[C:31]([NH2:35])=[N:30][CH:29]=[CH:28]2. Product: [CH3:21][N:17]1[C:18]2[C:14](=[CH:13][C:12]([CH2:11][N:10]3[C:6]4[CH:5]=[CH:4][N:3]=[C:2]([NH:23][CH2:24][C:25]5[CH:26]=[C:27]6[C:32](=[CH:33][CH:34]=5)[C:31]([NH2:35])=[N:30][CH:29]=[CH:28]6)[C:7]=4[CH2:8][NH:9]3)=[CH:20][CH:19]=2)[CH:15]=[C:16]1[CH3:22]. The catalyst class is: 114. (4) Reactant: C1COCC1.[NH2:6][C:7]1[C:12]2=[C:13]([C:23]3[CH:28]=[CH:27][C:26]([NH:29][C:30]([NH:32][C:33]4[CH:38]=[C:37]([C:39]([F:42])([F:41])[F:40])[CH:36]=[CH:35][C:34]=4[F:43])=[O:31])=[CH:25][CH:24]=3)[C:14]([CH2:16][CH2:17][C:18](OCC)=[O:19])=[CH:15][N:11]2[N:10]=[CH:9][N:8]=1.CC(C[AlH]CC(C)C)C. Product: [NH2:6][C:7]1[C:12]2=[C:13]([C:23]3[CH:28]=[CH:27][C:26]([NH:29][C:30]([NH:32][C:33]4[CH:38]=[C:37]([C:39]([F:40])([F:41])[F:42])[CH:36]=[CH:35][C:34]=4[F:43])=[O:31])=[CH:25][CH:24]=3)[C:14]([CH2:16][CH2:17][CH2:18][OH:19])=[CH:15][N:11]2[N:10]=[CH:9][N:8]=1. The catalyst class is: 25. (5) Reactant: [NH2:1][C:2]1[N:7]=[C:6]([CH3:8])[C:5]([C:9]([N:11]2[CH2:16][CH2:15][N:14]([C:17]3[CH:22]=[CH:21][C:20]([CH3:23])=[CH:19][C:18]=3[CH3:24])[CH2:13][CH2:12]2)=[O:10])=[CH:4][CH:3]=1.C(N(CC)CC)C.Cl[CH2:33][CH2:34][CH2:35][S:36](Cl)(=[O:38])=[O:37].O. Product: [CH3:24][C:18]1[CH:19]=[C:20]([CH3:23])[CH:21]=[CH:22][C:17]=1[N:14]1[CH2:13][CH2:12][N:11]([C:9]([C:5]2[C:6]([CH3:8])=[N:7][C:2]([N:1]3[CH2:33][CH2:34][CH2:35][S:36]3(=[O:38])=[O:37])=[CH:3][CH:4]=2)=[O:10])[CH2:16][CH2:15]1. The catalyst class is: 4. (6) The catalyst class is: 6. Reactant: CN(C=O)C.[Na].[CH2:7]([SH:9])[CH3:8].[CH3:10][NH:11][C:12]1[C:17]([NH:18][C:19]([C:21]2[CH:26]=[C:25]([Cl:27])[N:24]=[N:23][C:22]=2Cl)=[O:20])=[CH:16][C:15]([C:29]([F:32])([F:31])[F:30])=[CH:14][N:13]=1.C1COCC1. Product: [CH3:10][NH:11][C:12]1[C:17]([NH:18][C:19]([C:21]2[CH:26]=[C:25]([Cl:27])[N:24]=[N:23][C:22]=2[S:9][CH2:7][CH3:8])=[O:20])=[CH:16][C:15]([C:29]([F:32])([F:31])[F:30])=[CH:14][N:13]=1. (7) The catalyst class is: 14. Reactant: [Si:1]([O:8][CH2:9][CH2:10][CH2:11][C:12]([C:14]1[CH:19]=[CH:18][CH:17]=[CH:16][CH:15]=1)=O)([C:4]([CH3:7])([CH3:6])[CH3:5])([CH3:3])[CH3:2].[F:20][C:21]1[CH:30]=[CH:29][C:28]([F:31])=[CH:27][C:22]=1[C:23]([NH:25][NH2:26])=[O:24].C(O)(=O)C. Product: [Si:1]([O:8][CH2:9][CH2:10][CH2:11][C:12](=[N:26][NH:25][C:23](=[O:24])[C:22]1[CH:27]=[C:28]([F:31])[CH:29]=[CH:30][C:21]=1[F:20])[C:14]1[CH:19]=[CH:18][CH:17]=[CH:16][CH:15]=1)([C:4]([CH3:7])([CH3:6])[CH3:5])([CH3:3])[CH3:2].